From a dataset of Catalyst prediction with 721,799 reactions and 888 catalyst types from USPTO. Predict which catalyst facilitates the given reaction. (1) Reactant: [C:1]([O:5][C:6]([NH:8][C:9]1[S:10][CH:11]=[C:12]([C:14]([O:16]CC)=[O:15])[N:13]=1)=[O:7])([CH3:4])([CH3:3])[CH3:2].O.[OH-].[Li+].O1CCOCC1. Product: [C:1]([O:5][C:6]([NH:8][C:9]1[S:10][CH:11]=[C:12]([C:14]([OH:16])=[O:15])[N:13]=1)=[O:7])([CH3:4])([CH3:2])[CH3:3]. The catalyst class is: 6. (2) Reactant: C[O:2][C:3](=[O:39])[C:4]1[CH:9]=[CH:8][CH:7]=[CH:6][C:5]=1[O:10][C:11]1[CH:16]=[CH:15][CH:14]=[C:13]([O:17][CH2:18][CH2:19][CH2:20][O:21][C:22]2[CH:27]=[C:26]([OH:28])[C:25]([C:29]3[S:30][CH:31]=[CH:32][N:33]=3)=[CH:24][C:23]=2[CH2:34][CH3:35])[C:12]=1[CH2:36][CH2:37][CH3:38].[OH-].[Li+]. Product: [CH2:34]([C:23]1[CH:24]=[C:25]([C:29]2[S:30][CH:31]=[CH:32][N:33]=2)[C:26]([OH:28])=[CH:27][C:22]=1[O:21][CH2:20][CH2:19][CH2:18][O:17][C:13]1[C:12]([CH2:36][CH2:37][CH3:38])=[C:11]([CH:16]=[CH:15][CH:14]=1)[O:10][C:5]1[CH:6]=[CH:7][CH:8]=[CH:9][C:4]=1[C:3]([OH:39])=[O:2])[CH3:35]. The catalyst class is: 71. (3) Reactant: [N+](C1C=C([N+]([O-])=O)C=CC=1[O-])([O-])=O.[NH2:14][N+:15]1[CH:20]=[CH:19][C:18]2[O:21][CH2:22][CH2:23][C:17]=2[CH:16]=1.C(=O)([O-])[O-].[K+].[K+].[C:30]([O:34][CH2:35][CH3:36])(=[O:33])[C:31]#[CH:32]. Product: [C:31]1([C:30]([O:34][CH2:35][CH3:36])=[O:33])[CH:32]=[N:14][N:15]2[CH:20]=[CH:19][C:18]3[O:21][CH2:22][CH2:23][C:17]=3[C:16]=12. The catalyst class is: 35. (4) The catalyst class is: 12. Product: [CH:28]1([NH:8][C:9]2[N:14]3[N:15]=[CH:16][C:17]([CH:18]=[O:19])=[C:13]3[N:12]=[C:11]([C:20]3[S:24][C:23]([C:25]([OH:27])=[O:26])=[CH:22][CH:21]=3)[CH:10]=2)[CH2:29][CH2:30]1. Reactant: C(OC([N:8]([CH:28]1[CH2:30][CH2:29]1)[C:9]1[N:14]2[N:15]=[CH:16][C:17]([CH:18]=[O:19])=[C:13]2[N:12]=[C:11]([C:20]2[S:24][C:23]([C:25]([OH:27])=[O:26])=[CH:22][CH:21]=2)[CH:10]=1)=O)(C)(C)C.Cl. (5) Reactant: C(N(CC)CC)C.[CH:8]([C:10]1[C:18]2[C:13](=[CH:14][CH:15]=[CH:16][CH:17]=2)[N:12](C(OC(C)(C)C)=O)[CH:11]=1)=[O:9].[F:26][C:27]1[CH:28]=[C:29]([CH:32]=[C:33]([F:45])[C:34]=1[CH:35]=[N:36][C:37]1[CH:42]=[CH:41][CH:40]=[C:39]([O:43][CH3:44])[CH:38]=1)[C:30]#[N:31]. Product: [NH:12]1[C:13]2[C:18](=[CH:17][CH:16]=[CH:15][CH:14]=2)[C:10]([C:8](=[O:9])[CH:35]([C:34]2[C:33]([F:45])=[CH:32][C:29]([C:30]#[N:31])=[CH:28][C:27]=2[F:26])[NH:36][C:37]2[CH:42]=[CH:41][CH:40]=[C:39]([O:43][CH3:44])[CH:38]=2)=[CH:11]1. The catalyst class is: 433.